This data is from Forward reaction prediction with 1.9M reactions from USPTO patents (1976-2016). The task is: Predict the product of the given reaction. (1) Given the reactants FC(F)(F)S(O[C:7]1[CH:8]=[N:9][CH:10]=[C:11]([Cl:13])[CH:12]=1)(=O)=O.C(N(CC)CC)C.[CH3:23][Si:24]([C:27]#[CH:28])([CH3:26])[CH3:25].CCCCCC, predict the reaction product. The product is: [Cl:13][C:11]1[CH:10]=[N:9][CH:8]=[C:7]([C:28]#[C:27][Si:24]([CH3:26])([CH3:25])[CH3:23])[CH:12]=1. (2) Given the reactants C(=O)(O[C@H:4]([C@H:12]([OH:23])[CH:13](C(C)(C)C)[NH:14][CH2:15][CH:16]([CH3:18])[CH3:17])[CH2:5][C:6]1[CH:11]=[CH:10][CH:9]=[CH:8][CH:7]=1)N.[Cl:25]CCl.C([N:30](CC)CC)C.[O:35]=[C:36]1[C:44]2[C:39](=[CH:40][CH:41]=[CH:42][CH:43]=2)[C:38](=[O:45])[N:37]1[C:46]1[CH:51]=[CH:50][C:49]([S:52](Cl)(=[O:54])=[O:53])=[CH:48][CH:47]=1, predict the reaction product. The product is: [ClH:25].[NH2:30][C@@H:4]([CH2:5][C:6]1[CH:7]=[CH:8][CH:9]=[CH:10][CH:11]=1)[C@H:12]([OH:23])[CH2:13][N:14]([CH2:15][CH:16]([CH3:17])[CH3:18])[S:52]([C:49]1[CH:50]=[CH:51][C:46]([N:37]2[C:36](=[O:35])[C:44]3[C:39](=[CH:40][CH:41]=[CH:42][CH:43]=3)[C:38]2=[O:45])=[CH:47][CH:48]=1)(=[O:54])=[O:53].